From a dataset of Full USPTO retrosynthesis dataset with 1.9M reactions from patents (1976-2016). Predict the reactants needed to synthesize the given product. Given the product [C:32]1([CH2:33][CH2:12][CH2:13][CH2:8][CH2:9][CH2:10][CH3:11])[CH:34]=[CH:38][CH:36]=[CH:37][CH:35]=1, predict the reactants needed to synthesize it. The reactants are: [C:8]1([B-](C2C=CC=CC=2)(C2C=CC=CC=2)[C:8]2[CH:13]=[CH:12][CH:11]=[CH:10][CH:9]=2)[CH:13]=[CH:12][CH:11]=[CH:10][CH:9]=1.[C:32]([PH+]([C:32]([CH3:35])([CH3:34])[CH3:33])C)([CH3:35])([CH3:34])[CH3:33].[C:36](P(C(C)(C)C)C)(C)([CH3:38])[CH3:37].